Predict which catalyst facilitates the given reaction. From a dataset of Catalyst prediction with 721,799 reactions and 888 catalyst types from USPTO. (1) Reactant: Cl[C:2]1[N:7]=[C:6]([Cl:8])[N:5]=[CH:4][N:3]=1.CCN(C(C)C)C(C)C.[CH3:18][O:19][C:20]1[CH:21]=[C:22]([CH:24]=[C:25]([O:29][CH3:30])[C:26]=1[O:27][CH3:28])[NH2:23]. Product: [Cl:8][C:6]1[N:5]=[CH:4][N:3]=[C:2]([NH:23][C:22]2[CH:24]=[C:25]([O:29][CH3:30])[C:26]([O:27][CH3:28])=[C:20]([O:19][CH3:18])[CH:21]=2)[N:7]=1. The catalyst class is: 18. (2) Reactant: [CH2:1]([N:8]1[CH2:13][CH2:12][NH:11][CH2:10][CH2:9]1)[C:2]1[CH:7]=[CH:6][CH:5]=[CH:4][CH:3]=1.[CH:14]1([C:17](Cl)=[O:18])[CH2:16][CH2:15]1.C(N(C(C)C)CC)(C)C.CCOC(C)=O. Product: [CH2:1]([N:8]1[CH2:13][CH2:12][N:11]([C:17]([CH:14]2[CH2:16][CH2:15]2)=[O:18])[CH2:10][CH2:9]1)[C:2]1[CH:3]=[CH:4][CH:5]=[CH:6][CH:7]=1. The catalyst class is: 26. (3) Reactant: [F:1][C:2]1[CH:14]=[CH:13][C:5]([CH2:6][N:7]2[CH2:11][CH2:10][CH:9]([OH:12])[CH2:8]2)=[CH:4][CH:3]=1.C(N(CC)CC)C.[CH3:22][S:23](Cl)(=[O:25])=[O:24]. Product: [CH3:22][S:23]([O:12][CH:9]1[CH2:10][CH2:11][N:7]([CH2:6][C:5]2[CH:4]=[CH:3][C:2]([F:1])=[CH:14][CH:13]=2)[CH2:8]1)(=[O:25])=[O:24]. The catalyst class is: 11. (4) Reactant: [CH2:1]([C:3]1[CH:8]=[C:7]([CH3:9])[CH:6]=[C:5]([CH2:10][CH3:11])[C:4]=1[C:12](=[O:17])[C:13]([NH:15][NH2:16])=[O:14])[CH3:2].C1COCC1.[C:23]([C:26]1[CH:31]=[CH:30][CH:29]=[CH:28][CH:27]=1)(=O)[CH3:24]. Product: [CH2:1]([C:3]1[CH:8]=[C:7]([CH3:9])[CH:6]=[C:5]([CH2:10][CH3:11])[C:4]=1[C:12](=[O:17])[C:13]([NH:15][N:16]=[C:23]([C:26]1[CH:31]=[CH:30][CH:29]=[CH:28][CH:27]=1)[CH3:24])=[O:14])[CH3:2]. The catalyst class is: 15. (5) Product: [F:26][C:20]1[CH:21]=[N:22][CH:23]=[C:24]([F:25])[C:19]=1[CH2:18][S:8][C:6]1[N:5]=[C:4]([OH:9])[CH:3]=[C:2]([CH3:1])[N:7]=1. The catalyst class is: 8. Reactant: [CH3:1][C:2]1[N:7]=[C:6]([SH:8])[N:5]=[C:4]([OH:9])[CH:3]=1.C(N(CC)CC)C.Br[CH2:18][C:19]1[C:24]([F:25])=[CH:23][N:22]=[CH:21][C:20]=1[F:26].